This data is from Forward reaction prediction with 1.9M reactions from USPTO patents (1976-2016). The task is: Predict the product of the given reaction. (1) Given the reactants [Cl:1][C:2]1[CH:18]=[CH:17][CH:16]=[C:15]([N+:19]([O-:21])=[O:20])[C:3]=1[O:4][C:5]1[CH:10]=[CH:9][C:8]([S:11](Cl)(=[O:13])=[O:12])=[CH:7][CH:6]=1.[CH2:22]([OH:27])[C:23]([CH3:26])([CH3:25])[CH3:24], predict the reaction product. The product is: [CH3:24][C:23]([CH3:26])([CH3:25])[CH2:22][O:27][S:11]([C:8]1[CH:7]=[CH:6][C:5]([O:4][C:3]2[C:15]([N+:19]([O-:21])=[O:20])=[CH:16][CH:17]=[CH:18][C:2]=2[Cl:1])=[CH:10][CH:9]=1)(=[O:13])=[O:12]. (2) Given the reactants [C:1]([C:4]1[CH:9]=[CH:8][C:7]([N:10]2[C:15](=[O:16])[C:14]([CH2:17][C:18]3[CH:23]=[CH:22][C:21]([C:24]4[C:25]([C:30]#[N:31])=[CH:26][CH:27]=[CH:28][CH:29]=4)=[CH:20][CH:19]=3)=[C:13]([CH2:32][CH2:33][CH3:34])[N:12]=[C:11]2[CH3:35])=[CH:6][CH:5]=1)(=[O:3])[CH3:2].C(OCC)(=O)C.O, predict the reaction product. The product is: [OH:3][CH:1]([C:4]1[CH:9]=[CH:8][C:7]([N:10]2[C:15](=[O:16])[C:14]([CH2:17][C:18]3[CH:23]=[CH:22][C:21]([C:24]4[C:25]([C:30]#[N:31])=[CH:26][CH:27]=[CH:28][CH:29]=4)=[CH:20][CH:19]=3)=[C:13]([CH2:32][CH2:33][CH3:34])[N:12]=[C:11]2[CH3:35])=[CH:6][CH:5]=1)[CH3:2]. (3) Given the reactants Br[C:2]1[CH:7]=[CH:6][CH:5]=[CH:4][N:3]=1.[CH2:8]([C:12]1[O:13][C:14]2[C:19]([N:20]=1)=[CH:18][CH:17]=[CH:16][N:15]=2)[CH2:9][C:10]#[CH:11], predict the reaction product. The product is: [N:3]1[CH:4]=[CH:5][CH:6]=[CH:7][C:2]=1[C:11]#[C:10][CH2:9][CH2:8][C:12]1[O:13][C:14]2[C:19]([N:20]=1)=[CH:18][CH:17]=[CH:16][N:15]=2. (4) Given the reactants [NH2:1][C:2]1[N:7]=[C:6]([Cl:8])[CH:5]=[C:4]([CH3:9])[N:3]=1.[Br:10]Br, predict the reaction product. The product is: [Br:10][C:5]1[C:6]([Cl:8])=[N:7][C:2]([NH2:1])=[N:3][C:4]=1[CH3:9]. (5) Given the reactants C(=O)([O-])[O-].[K+].[K+].Br[C:8]1[CH:9]=[C:10]([CH:13]=[CH:14][C:15]=1[CH:16]1[NH:21][C:20](=[O:22])[N:19]([C:23]2[CH:28]=[CH:27][CH:26]=[C:25]([C:29]([F:32])([F:31])[F:30])[CH:24]=2)[C:18]2[CH2:33][CH2:34][NH:35][C:36](=[O:37])[C:17]1=2)[C:11]#[N:12].[CH3:38][N:39]1[CH:43]=[C:42](B2OC(C)(C)C(C)(C)O2)[CH:41]=[N:40]1.C(O)(=O)C, predict the reaction product. The product is: [O:22]=[C:20]1[N:19]([C:23]2[CH:28]=[CH:27][CH:26]=[C:25]([C:29]([F:32])([F:31])[F:30])[CH:24]=2)[C:18]2[CH2:33][CH2:34][NH:35][C:36](=[O:37])[C:17]=2[CH:16]([C:15]2[CH:14]=[CH:13][C:10]([C:11]#[N:12])=[CH:9][C:8]=2[C:42]2[CH:41]=[N:40][N:39]([CH3:38])[CH:43]=2)[NH:21]1. (6) Given the reactants [NH2:1][C:2]1[N:10]=[CH:9][N:8]=[C:7]2[C:3]=1[N:4]=[CH:5][N:6]2[C@H:11]1[C@@H:15]2[O:16][C:17]([CH3:20])([CH3:19])[O:18][C@@H:14]2[C@@H:13]([CH2:21][NH:22][CH:23]2[CH2:26][CH:25]([CH2:27][CH2:28][C:29]([O:31][CH2:32][C:33]3[CH:38]=[CH:37][CH:36]=[CH:35][CH:34]=3)=[O:30])[CH2:24]2)[O:12]1.C=O.O.[C:42]([BH3-])#N.[Na+], predict the reaction product. The product is: [NH2:1][C:2]1[N:10]=[CH:9][N:8]=[C:7]2[C:3]=1[N:4]=[CH:5][N:6]2[C@H:11]1[C@@H:15]2[O:16][C:17]([CH3:19])([CH3:20])[O:18][C@@H:14]2[C@@H:13]([CH2:21][N:22]([CH3:42])[CH:23]2[CH2:26][CH:25]([CH2:27][CH2:28][C:29]([O:31][CH2:32][C:33]3[CH:34]=[CH:35][CH:36]=[CH:37][CH:38]=3)=[O:30])[CH2:24]2)[O:12]1.